This data is from Reaction yield outcomes from USPTO patents with 853,638 reactions. The task is: Predict the reaction yield, written as a fraction of the theoretical maximum amount of product (1.0 means a 100% yield; for example, 0.34 means a 34% yield). The reactants are CC1(C)C(C)(C)OB([C:9]2[CH:10]=[C:11]3[C:15](=[CH:16][CH:17]=2)[N:14]([C:18]([O:20][C:21]([CH3:24])([CH3:23])[CH3:22])=[O:19])[CH:13]=[CH:12]3)O1.I[C:27]1[C:35]2[C:30](=[N:31][CH:32]=[N:33][C:34]=2[NH2:36])[N:29]([CH:37]([CH3:39])[CH3:38])[N:28]=1.C([O-])([O-])=O.[Na+].[Na+]. The catalyst is CCO.COCCOC.C1C=CC([P]([Pd]([P](C2C=CC=CC=2)(C2C=CC=CC=2)C2C=CC=CC=2)([P](C2C=CC=CC=2)(C2C=CC=CC=2)C2C=CC=CC=2)[P](C2C=CC=CC=2)(C2C=CC=CC=2)C2C=CC=CC=2)(C2C=CC=CC=2)C2C=CC=CC=2)=CC=1. The product is [NH2:36][C:34]1[N:33]=[CH:32][N:31]=[C:30]2[N:29]([CH:37]([CH3:39])[CH3:38])[N:28]=[C:27]([C:9]3[CH:10]=[C:11]4[C:15](=[CH:16][CH:17]=3)[N:14]([C:18]([O:20][C:21]([CH3:22])([CH3:23])[CH3:24])=[O:19])[CH:13]=[CH:12]4)[C:35]=12. The yield is 0.0900.